This data is from M1 muscarinic receptor antagonist screen with 61,756 compounds. The task is: Binary Classification. Given a drug SMILES string, predict its activity (active/inactive) in a high-throughput screening assay against a specified biological target. (1) The molecule is O=C(NC1CCCC1)C(N(C1CCCC1)C(=O)Cn1nc(nn1)c1cc(OC)c(OC)cc1)C. The result is 0 (inactive). (2) The drug is S(c1nn2c(nnc2c2ncccc2)cc1)CC(=O)Nc1noc(c1)C. The result is 0 (inactive). (3) The drug is Oc1c2c(n(c(=O)c1C(=O)Nn1c(nc3c(c1=O)cccc3)C)C)cccc2. The result is 0 (inactive). (4) The molecule is S(CC(=O)Nc1ccc(OCCCC)cc1)c1n(nnn1)C. The result is 0 (inactive). (5) The compound is N1C(=NCC1)Cc1c2c(ccc1)cccc2. The result is 0 (inactive).